From a dataset of Reaction yield outcomes from USPTO patents with 853,638 reactions. Predict the reaction yield, written as a fraction of the theoretical maximum amount of product (1.0 means a 100% yield; for example, 0.34 means a 34% yield). The reactants are C[O:2][C:3](=O)[CH2:4][C:5]([NH:7][C:8]1[CH:13]=[C:12]([F:14])[C:11]([O:15][CH2:16][C:17]2[CH:22]=[CH:21][CH:20]=[C:19]([F:23])[CH:18]=2)=[CH:10][C:9]=1[F:24])=[O:6].[OH-].[NH4+:27]. No catalyst specified. The product is [F:24][C:9]1[CH:10]=[C:11]([O:15][CH2:16][C:17]2[CH:22]=[CH:21][CH:20]=[C:19]([F:23])[CH:18]=2)[C:12]([F:14])=[CH:13][C:8]=1[NH:7][C:5](=[O:6])[CH2:4][C:3]([NH2:27])=[O:2]. The yield is 0.560.